This data is from CYP1A2 inhibition data for predicting drug metabolism from PubChem BioAssay. The task is: Regression/Classification. Given a drug SMILES string, predict its absorption, distribution, metabolism, or excretion properties. Task type varies by dataset: regression for continuous measurements (e.g., permeability, clearance, half-life) or binary classification for categorical outcomes (e.g., BBB penetration, CYP inhibition). Dataset: cyp1a2_veith. (1) The drug is COc1ccc(CNc2nc(-c3cccc(NS(C)(=O)=O)c3)nc3ccccc23)c(OC)c1. The result is 1 (inhibitor). (2) The molecule is Cc1cccc(NC(=O)C2(c3ccccc3)CC2(Cl)Cl)c1. The result is 1 (inhibitor). (3) The molecule is COc1cccc(-c2cc(NCc3cccc(C)c3)ncn2)c1. The result is 1 (inhibitor). (4) The compound is Cn1c(=O)c(-c2cccs2)nc2cnc(N3CCNCC3)nc21. The result is 1 (inhibitor). (5) The result is 0 (non-inhibitor). The drug is O=C(Nc1ccc(Br)cc1)c1ccc(CSC2=NCCS2)cc1. (6) The compound is Cc1cc(C)n(-c2cc(N3CCN(S(=O)(=O)c4ccc(C)c(C)c4)CC3)ccc2[N+](=O)[O-])n1. The result is 0 (non-inhibitor). (7) The drug is CCCC(=O)NNC(=O)Nc1ccccc1. The result is 0 (non-inhibitor).